This data is from Full USPTO retrosynthesis dataset with 1.9M reactions from patents (1976-2016). The task is: Predict the reactants needed to synthesize the given product. (1) Given the product [Cl:1][C:2]1[C:7]([F:8])=[CH:6][CH:5]=[C:4]([Cl:9])[C:3]=1[CH:10]([O:12][C:13]1[C:14]([NH2:20])=[N:15][CH:16]=[C:17]([N:24]2[CH:25]=[CH:26][C:22]([CH3:21])=[N:23]2)[CH:18]=1)[CH3:11], predict the reactants needed to synthesize it. The reactants are: [Cl:1][C:2]1[C:7]([F:8])=[CH:6][CH:5]=[C:4]([Cl:9])[C:3]=1[CH:10]([O:12][C:13]1[C:14]([NH2:20])=[N:15][CH:16]=[C:17](I)[CH:18]=1)[CH3:11].[CH3:21][C:22]1[CH:26]=[CH:25][NH:24][N:23]=1.[O-]P([O-])([O-])=O.[K+].[K+].[K+].CCCCCCCCCCCC.C1(N)(N)CCCCC1. (2) Given the product [CH:9]1([CH2:13][CH:14]=[N:8][CH2:1][C:2]2[CH:7]=[CH:6][CH:5]=[CH:4][CH:3]=2)[CH2:12][CH2:11][CH2:10]1, predict the reactants needed to synthesize it. The reactants are: [CH2:1]([NH2:8])[C:2]1[CH:7]=[CH:6][CH:5]=[CH:4][CH:3]=1.[CH:9]1([CH2:13][CH:14]=O)[CH2:12][CH2:11][CH2:10]1. (3) Given the product [CH2:28]([C:5]1[C:4]2[C:8](=[CH:9][CH:10]=[C:2]([N:1]=[C:49]=[S:50])[CH:3]=2)[NH:7][C:6]=1[C:11]([NH:13][CH2:14][CH2:15][C:16]1[CH:21]=[CH:20][C:19]([N:22]2[CH2:27][CH2:26][CH2:25][CH2:24][CH2:23]2)=[CH:18][CH:17]=1)=[O:12])[CH3:29], predict the reactants needed to synthesize it. The reactants are: [NH2:1][C:2]1[CH:3]=[C:4]2[C:8](=[CH:9][CH:10]=1)[NH:7][C:6]([C:11]([NH:13][CH2:14][CH2:15][C:16]1[CH:21]=[CH:20][C:19]([N:22]3[CH2:27][CH2:26][CH2:25][CH2:24][CH2:23]3)=[CH:18][CH:17]=1)=[O:12])=[C:5]2[CH2:28][CH3:29].C1(P(C2C=CC=CC=2)C2C=CC=CC=2)C=CC=CC=1.[C:49](=S)=[S:50]. (4) Given the product [F:1][C:2]1[CH:7]=[CH:6][C:5]([F:8])=[CH:4][C:3]=1[C:9]1[CH2:13][N:12]([C:14]([N:16]([C@@H:17]2[CH2:22][CH2:21][NH:20][CH2:19][C@@H:18]2[F:33])[CH3:34])=[O:15])[C@:11]([CH2:41][OH:42])([C:35]2[CH:40]=[CH:39][CH:38]=[CH:37][CH:36]=2)[CH:10]=1, predict the reactants needed to synthesize it. The reactants are: [F:1][C:2]1[CH:7]=[CH:6][C:5]([F:8])=[CH:4][C:3]=1[C:9]1[CH2:13][N:12]([C:14]([N:16]([CH3:34])[C@H:17]2[CH2:22][CH2:21][N:20](C(OCC3C=CC=CC=3)=O)[CH2:19][C@H:18]2[F:33])=[O:15])[C@:11]([CH2:41][OH:42])([C:35]2[CH:40]=[CH:39][CH:38]=[CH:37][CH:36]=2)[CH:10]=1.C1CC=CCC=1. (5) Given the product [CH3:19][C:15]1([CH3:20])[O:16][CH2:17][CH2:18][N:13]([CH2:12][C:7]2[N:8]([CH3:11])[C:9]3[C:5]([N:6]=2)=[C:4]([N:21]2[CH2:26][CH2:25][O:24][CH2:23][CH2:22]2)[N:3]=[C:2]([N:33]2[C:28]4[CH:29]=[CH:30][CH:31]=[CH:32][C:27]=4[N:34]=[C:35]2[CH3:36])[N:10]=3)[CH2:14]1, predict the reactants needed to synthesize it. The reactants are: Cl[C:2]1[N:10]=[C:9]2[C:5]([N:6]=[C:7]([CH2:12][N:13]3[CH2:18][CH2:17][O:16][C:15]([CH3:20])([CH3:19])[CH2:14]3)[N:8]2[CH3:11])=[C:4]([N:21]2[CH2:26][CH2:25][O:24][CH2:23][CH2:22]2)[N:3]=1.[C:27]1([NH2:34])[C:28]([NH2:33])=[CH:29][CH:30]=[CH:31][CH:32]=1.[C:35](O)(=O)[CH3:36]. (6) Given the product [OH:1][C@@H:2]([CH3:29])[CH2:3][CH2:4][CH2:5][CH2:6][N:7]1[C:16](=[O:17])[C:15]2[N:14]([CH2:18][C:19]3[CH:20]=[CH:21][CH:22]=[CH:23][CH:24]=3)[C:13]([CH2:25][N:26]([CH3:27])[C:45]([O:47][C:48]([CH3:49])([CH3:50])[CH3:51])=[O:46])=[N:12][C:11]=2[N:10]([CH3:28])[C:8]1=[O:9], predict the reactants needed to synthesize it. The reactants are: [OH:1][C@@H:2]([CH3:29])[CH2:3][CH2:4][CH2:5][CH2:6][N:7]1[C:16](=[O:17])[C:15]2[N:14]([CH2:18][C:19]3[CH:24]=[CH:23][CH:22]=[CH:21][CH:20]=3)[C:13]([CH2:25][NH:26][CH3:27])=[N:12][C:11]=2[N:10]([CH3:28])[C:8]1=[O:9].C(N(CC)CC)C.[C:45](O[C:45]([O:47][C:48]([CH3:51])([CH3:50])[CH3:49])=[O:46])([O:47][C:48]([CH3:51])([CH3:50])[CH3:49])=[O:46]. (7) Given the product [CH3:26][C@@H:27]([CH2:31][CH:32]=[CH2:33])[C@H:28]([S:40][C:35]1[N:36]=[CH:37][CH:38]=[CH:39][N:34]=1)[CH3:29], predict the reactants needed to synthesize it. The reactants are: C(P(CCCC)CCCC)CCC.N(C(OCC)=O)=NC(OCC)=O.[CH3:26][C@@H:27]([CH2:31][CH:32]=[CH2:33])[C@@H:28](O)[CH3:29].[N:34]1[CH:39]=[CH:38][CH:37]=[N:36][C:35]=1[SH:40].